This data is from Catalyst prediction with 721,799 reactions and 888 catalyst types from USPTO. The task is: Predict which catalyst facilitates the given reaction. (1) Reactant: [F:1][C:2]1[CH:3]=[C:4]2[C:8](=[CH:9][CH:10]=1)[NH:7][C:6](=[O:11])[C:5]2=[N:12][N:13]=[CH:14][C:15]1[NH:19][C:18]([CH3:20])=[C:17]([C:21]([NH:23][CH2:24][CH2:25][CH2:26][CH2:27][CH2:28][C:29](O)=[O:30])=[O:22])[C:16]=1[CH3:32].Cl.C(N=C=NCCCN(C)C)C.OC1C2N=NNC=2C=CC=1.C(N(CC)CC)C.[Cl:62][C:63]1[CH:68]=[CH:67][C:66]([NH2:69])=[C:65]([NH2:70])[CH:64]=1. Product: [F:1][C:2]1[CH:3]=[C:4]2[C:8](=[CH:9][CH:10]=1)[NH:7][C:6](=[O:11])[C:5]2=[N:12][N:13]=[CH:14][C:15]1[NH:19][C:18]([CH3:20])=[C:17]([C:21]([NH:23][CH2:24][CH2:25][CH2:26][CH2:27][CH2:28][C:29]([NH:69][C:66]2[CH:67]=[CH:68][C:63]([Cl:62])=[CH:64][C:65]=2[NH2:70])=[O:30])=[O:22])[C:16]=1[CH3:32]. The catalyst class is: 650. (2) Reactant: FC(F)(F)C(O)=O.[O:8]1[CH2:13][CH2:12][C:11](=O)[CH2:10][CH2:9]1.C(O[BH-](OC(=O)C)OC(=O)C)(=O)C.C[N+](C)(C)C.[NH2:33][C:34]1[CH:46]=[C:45]([CH:47]2[CH2:52][CH2:51][N:50]([CH3:53])[CH2:49][CH2:48]2)[CH:44]=[CH:43][C:35]=1[C:36]([O:38][C:39]([CH3:42])([CH3:41])[CH3:40])=[O:37]. Product: [CH3:53][N:50]1[CH2:51][CH2:52][CH:47]([C:45]2[CH:44]=[CH:43][C:35]([C:36]([O:38][C:39]([CH3:42])([CH3:40])[CH3:41])=[O:37])=[C:34]([NH:33][CH:11]3[CH2:12][CH2:13][O:8][CH2:9][CH2:10]3)[CH:46]=2)[CH2:48][CH2:49]1. The catalyst class is: 4.